From a dataset of Forward reaction prediction with 1.9M reactions from USPTO patents (1976-2016). Predict the product of the given reaction. Given the reactants [N:1]([C@H:4]1[CH2:9][CH2:8][O:7][CH2:6][C@H:5]1[NH:10]C(=O)OC(C)(C)C)=[N+:2]=[N-:3].O1CCOCC1.Cl.Cl, predict the reaction product. The product is: [N:1]([C@H:4]1[CH2:9][CH2:8][O:7][CH2:6][C@H:5]1[NH2:10])=[N+:2]=[N-:3].